From a dataset of Reaction yield outcomes from USPTO patents with 853,638 reactions. Predict the reaction yield, written as a fraction of the theoretical maximum amount of product (1.0 means a 100% yield; for example, 0.34 means a 34% yield). The catalyst is C(Cl)Cl. The product is [CH2:9]([O:8][C:6](=[O:7])[NH:4][CH2:3][CH2:1][OH:2])[C:10]1[CH:15]=[CH:14][CH:13]=[CH:12][CH:11]=1. The yield is 0.700. The reactants are [CH2:1]([CH2:3][NH2:4])[OH:2].Cl[C:6]([O:8][CH2:9][C:10]1[CH:15]=[CH:14][CH:13]=[CH:12][CH:11]=1)=[O:7].